Dataset: Forward reaction prediction with 1.9M reactions from USPTO patents (1976-2016). Task: Predict the product of the given reaction. (1) Given the reactants [Cl:1][C:2]1[C:19]([O:20][CH3:21])=[N:18][C:5]2[CH2:6][CH2:7][N:8](C(=O)C(F)(F)F)[CH2:9][CH:10]([CH3:11])[C:4]=2[C:3]=1[Cl:22].C([O-])([O-])=O.[K+].[K+].CO, predict the reaction product. The product is: [Cl:1][C:2]1[C:19]([O:20][CH3:21])=[N:18][C:5]2[CH2:6][CH2:7][NH:8][CH2:9][CH:10]([CH3:11])[C:4]=2[C:3]=1[Cl:22]. (2) Given the reactants C([O-])([O-])=O.[Na+].[Na+].[Br:7][C:8]1[N:17]=[C:16]2[C:11]([C:12](=[CH:18]I)[CH2:13][CH2:14][NH:15]2)=[CH:10][CH:9]=1.[F:20][C:21]1[CH:26]=[CH:25][C:24]([F:27])=[CH:23][C:22]=1B(O)O.C(OCC)(=O)C.CCCCCC, predict the reaction product. The product is: [Br:7][C:8]1[N:17]=[C:16]2[C:11]([C:12](=[CH:18][C:25]3[CH:26]=[C:21]([F:20])[CH:22]=[CH:23][C:24]=3[F:27])[CH2:13][CH2:14][NH:15]2)=[CH:10][CH:9]=1. (3) The product is: [CH2:39]([O:38][CH2:37][C@H:19]([NH:18][C:15](=[O:17])[CH2:14][N:11]1[CH2:10][CH2:9][N:8]([CH2:7][CH:3]2[CH2:4][CH2:5][CH2:6][O:2]2)[CH2:13][CH2:12]1)[C:20]([NH:22][C:23]1[CH:28]=[CH:27][C:26]([O:29][C:30]2[CH:35]=[CH:34][C:33]([F:36])=[CH:32][CH:31]=2)=[CH:25][CH:24]=1)=[O:21])[C:40]1[CH:45]=[CH:44][CH:43]=[CH:42][CH:41]=1. Given the reactants Cl.[O:2]1[CH2:6][CH2:5][CH2:4][CH:3]1[CH2:7][N:8]1[CH2:13][CH2:12][N:11]([CH2:14][C:15]([OH:17])=O)[CH2:10][CH2:9]1.[NH2:18][C@@H:19]([CH2:37][O:38][CH2:39][C:40]1[CH:45]=[CH:44][CH:43]=[CH:42][CH:41]=1)[C:20]([NH:22][C:23]1[CH:28]=[CH:27][C:26]([O:29][C:30]2[CH:35]=[CH:34][C:33]([F:36])=[CH:32][CH:31]=2)=[CH:25][CH:24]=1)=[O:21], predict the reaction product. (4) The product is: [Cl:29][C:26]1[CH:25]=[CH:24][C:23]([N:18]2[C:17]([C:30]3[CH:35]=[CH:34][C:33]([Cl:36])=[CH:32][C:31]=3[Cl:37])=[N:16][C:15]3[C:19]2=[N:20][CH:21]=[N:22][C:14]=3[O:10][CH2:9][C:8]([F:12])([F:11])[F:7])=[CH:28][CH:27]=1. Given the reactants CC(C)([O-])C.[K+].[F:7][C:8]([F:12])([F:11])[CH2:9][OH:10].Cl[C:14]1[N:22]=[CH:21][N:20]=[C:19]2[C:15]=1[N:16]=[C:17]([C:30]1[CH:35]=[CH:34][C:33]([Cl:36])=[CH:32][C:31]=1[Cl:37])[N:18]2[C:23]1[CH:28]=[CH:27][C:26]([Cl:29])=[CH:25][CH:24]=1, predict the reaction product. (5) Given the reactants Br[C:2]1[CH:3]=[C:4]([C:9]2[CH2:10][C:11]([C:18]3[CH:23]=[C:22]([Cl:24])[CH:21]=[C:20]([Cl:25])[CH:19]=3)([C:14]([F:17])([F:16])[F:15])[CH2:12][N:13]=2)[CH:5]=[CH:6][C:7]=1[F:8].C(OCC)(=O)C.[CH3:32][N:33](C=O)C, predict the reaction product. The product is: [Cl:25][C:20]1[CH:19]=[C:18]([C:11]2([C:14]([F:17])([F:16])[F:15])[CH2:10][C:9]([C:4]3[CH:5]=[CH:6][C:7]([F:8])=[C:2]([CH:3]=3)[C:32]#[N:33])=[N:13][CH2:12]2)[CH:23]=[C:22]([Cl:24])[CH:21]=1. (6) Given the reactants [C:1]([O-:20])(=[O:19])[CH2:2][CH2:3][CH2:4][CH2:5][CH2:6][CH2:7][CH2:8][CH2:9][CH2:10][CH2:11][CH2:12][CH2:13][CH2:14][CH2:15][CH2:16][CH2:17][CH3:18].[Na+].[CH2:22]1[CH:27]2[CH2:28][C:29]3([NH2:32])[CH2:31][CH:25]([CH2:26]2)[CH2:24][CH:23]1[CH2:30]3.Cl, predict the reaction product. The product is: [CH2:22]1[CH:23]2[CH2:30][C:29]3([NH2:32])[CH2:31][CH:25]([CH2:24]2)[CH2:26][CH:27]1[CH2:28]3.[C:1]([O-:20])(=[O:19])[CH2:2][CH2:3][CH2:4][CH2:5][CH2:6][CH2:7][CH2:8][CH2:9][CH2:10][CH2:11][CH2:12][CH2:13][CH2:14][CH2:15][CH2:16][CH2:17][CH3:18].